From a dataset of Reaction yield outcomes from USPTO patents with 853,638 reactions. Predict the reaction yield, written as a fraction of the theoretical maximum amount of product (1.0 means a 100% yield; for example, 0.34 means a 34% yield). (1) The reactants are [CH3:1][C:2]1[CH:3]=[C:4]([C:13](=O)[CH3:14])[CH:5]=[N:6][C:7]=1[N:8]1[CH:12]=[CH:11][CH:10]=[N:9]1.[CH3:16][C:17]([S@:20]([NH2:22])=[O:21])([CH3:19])[CH3:18]. No catalyst specified. The product is [CH3:16][C:17]([S@:20]([NH:22][CH:13]([C:4]1[CH:5]=[N:6][C:7]([N:8]2[CH:12]=[CH:11][CH:10]=[N:9]2)=[C:2]([CH3:1])[CH:3]=1)[CH3:14])=[O:21])([CH3:19])[CH3:18]. The yield is 0.790. (2) The reactants are [NH:1]1[C:9]2[C:4](=[CH:5][CH:6]=[CH:7][CH:8]=2)[CH:3]=[C:2]1C(O)=O.C1(P(N=[N+]=[N-])(C2C=CC=CC=2)=[O:20])C=CC=CC=1.C([N:32]([CH2:35]C)CC)C.[NH2:37][C:38]1[CH:43]=[C:42]([Cl:44])[C:41]([CH3:45])=[CH:40][C:39]=1[S:46]([OH:49])(=[O:48])=[O:47]. The catalyst is C1(C)C=CC=CC=1.C(OCC)(=O)C. The product is [Cl:44][C:42]1[C:41]([CH3:45])=[CH:40][C:39]([S:46]([OH:49])(=[O:48])=[O:47])=[C:38]([NH:37][C:35]([NH:32][C:2]2[NH:1][C:9]3[C:4]([CH:3]=2)=[CH:5][CH:6]=[CH:7][CH:8]=3)=[O:20])[CH:43]=1. The yield is 0.530. (3) The reactants are [NH2:1][C:2]1[CH:3]=[C:4]([N:8]2[C:12]([NH:13][C:14]([NH:16][C:17]3[CH:22]=[CH:21][C:20]([O:23][C:24]4[CH:29]=[CH:28][N:27]=[CH:26][CH:25]=4)=[CH:19][CH:18]=3)=[O:15])=[CH:11][C:10]([C:30]([CH3:33])([CH3:32])[CH3:31])=[N:9]2)[CH:5]=[CH:6][CH:7]=1.[Si:34]([O:41][CH2:42][CH2:43][CH:44]=O)([C:37]([CH3:40])([CH3:39])[CH3:38])([CH3:36])[CH3:35].C(O[BH-](OC(=O)C)OC(=O)C)(=O)C.[Na+].C(O)(=O)C. The catalyst is C1COCC1. The product is [C:30]([C:10]1[CH:11]=[C:12]([NH:13][C:14]([NH:16][C:17]2[CH:18]=[CH:19][C:20]([O:23][C:24]3[CH:25]=[CH:26][N:27]=[CH:28][CH:29]=3)=[CH:21][CH:22]=2)=[O:15])[N:8]([C:4]2[CH:5]=[CH:6][CH:7]=[C:2]([NH:1][CH2:44][CH2:43][CH2:42][O:41][Si:34]([C:37]([CH3:38])([CH3:40])[CH3:39])([CH3:35])[CH3:36])[CH:3]=2)[N:9]=1)([CH3:33])([CH3:32])[CH3:31]. The yield is 0.840. (4) The reactants are [CH2:1]([C:5]1[CH:10]=[CH:9][C:8]([CH:11]([C:13]2[CH:14]=[C:15]3[C:20](=[CH:21][CH:22]=2)[N:19]=[CH:18][CH:17]=[CH:16]3)[OH:12])=[CH:7][C:6]=1[CH3:23])[CH2:2][CH2:3][CH3:4].O(C1C=C(C=CC=1)CNC(C1C=C2C(=CC=1)NC=C2)=O)C1C=CC=CC=1. The catalyst is C(Cl)(Cl)Cl.[O-2].[O-2].[Mn+4]. The product is [CH2:1]([C:5]1[CH:10]=[CH:9][C:8]([C:11]([C:13]2[CH:14]=[C:15]3[C:20](=[CH:21][CH:22]=2)[N:19]=[CH:18][CH:17]=[CH:16]3)=[O:12])=[CH:7][C:6]=1[CH3:23])[CH2:2][CH2:3][CH3:4]. The yield is 0.370. (5) The reactants are Br[C:2]1[CH:21]=[CH:20][C:5]([CH2:6][CH:7]2[CH2:12][CH2:11]C[N:9]([CH:13]3[CH2:18][CH2:17][CH2:16][CH2:15][CH2:14]3)[C:8]2=[O:19])=[C:4]([Cl:22])[CH:3]=1.[NH:23]1[CH2:28][CH2:27][CH2:26][CH2:25][CH2:24]1.C1(P(C2C=CC=CC=2)C2C=CC3C(=CC=CC=3)C=2C2C3C(=CC=CC=3)C=CC=2P(C2C=CC=CC=2)C2C=CC=CC=2)C=CC=CC=1.C(=O)([O-])[O-].[Cs+].[Cs+]. The catalyst is C1(C)C=CC=CC=1.C([O-])(=O)C.[Pd+2].C([O-])(=O)C. The product is [Cl:22][C:4]1[CH:3]=[C:2]([N:23]2[CH2:28][CH2:27][CH2:26][CH2:25][CH2:24]2)[CH:21]=[CH:20][C:5]=1[CH2:6][CH:7]1[CH2:12][CH2:11][N:9]([CH:13]2[CH2:14][CH2:15][CH2:16][CH2:17][CH2:18]2)[C:8]1=[O:19]. The yield is 0.480. (6) The reactants are [Cl:1][C:2]1[C:3]([C:8]([OH:10])=O)=[N:4][N:5]([CH3:7])[CH:6]=1.O1CCCC1.C(Cl)(=O)C(Cl)=O.[NH2:22][C:23]1[CH:24]=[C:25]([CH:42]=[CH:43][C:44]=1[CH3:45])[O:26][C:27]1[CH:28]=[CH:29][C:30]2[N:31]([CH:33]=[C:34]([NH:36][C:37]([CH:39]3[CH2:41][CH2:40]3)=[O:38])[N:35]=2)[N:32]=1. The catalyst is CN(C)C=O.CN(C)C(=O)C. The product is [Cl:1][C:2]1[C:3]([C:8]([NH:22][C:23]2[CH:24]=[C:25]([O:26][C:27]3[CH:28]=[CH:29][C:30]4[N:31]([CH:33]=[C:34]([NH:36][C:37]([CH:39]5[CH2:40][CH2:41]5)=[O:38])[N:35]=4)[N:32]=3)[CH:42]=[CH:43][C:44]=2[CH3:45])=[O:10])=[N:4][N:5]([CH3:7])[CH:6]=1. The yield is 0.820. (7) The reactants are BrC1C=CC(N/[N:9]=[CH:10]/[CH:11]=[N:12]/[NH:13][C:14]2[CH:19]=[CH:18][C:17]([Br:20])=[CH:16][C:15]=2[F:21])=C(F)C=1. The catalyst is C1(C)C=CC=CC=1.FC(F)(F)S([O-])(=O)=O.[Cu+2].FC(F)(F)S([O-])(=O)=O. The product is [Br:20][C:17]1[CH:18]=[CH:19][C:14]([N:13]2[N:9]=[CH:10][CH:11]=[N:12]2)=[C:15]([F:21])[CH:16]=1. The yield is 0.739. (8) The reactants are [NH2:1][C:2]1[CH:7]=[C:6]([C:8]2[CH:13]=[CH:12][CH:11]=[CH:10][N:9]=2)[N:5]=[C:4]([SH:14])[N:3]=1.O1C=CC=[C:16]1C1N=C(SC)N=C(N)C=1. No catalyst specified. The product is [CH3:16][S:14][C:4]1[N:3]=[C:2]([NH2:1])[CH:7]=[C:6]([C:8]2[CH:13]=[CH:12][CH:11]=[CH:10][N:9]=2)[N:5]=1. The yield is 0.970.